This data is from Catalyst prediction with 721,799 reactions and 888 catalyst types from USPTO. The task is: Predict which catalyst facilitates the given reaction. (1) Reactant: [C:1]([O:5][C:6]([N:8]1[CH2:13][CH2:12][C:11]2[NH:14][C:15]([C:17]3[CH:22]=[CH:21][N:20]=[C:19]([Cl:23])[CH:18]=3)=[CH:16][C:10]=2[C:9]1=[O:24])=[O:7])([CH3:4])([CH3:3])[CH3:2].[C:25]([O-])([O-])=O.[Cs+].[Cs+].CI.O. Product: [C:1]([O:5][C:6]([N:8]1[CH2:13][CH2:12][C:11]2[N:14]([CH3:25])[C:15]([C:17]3[CH:22]=[CH:21][N:20]=[C:19]([Cl:23])[CH:18]=3)=[CH:16][C:10]=2[C:9]1=[O:24])=[O:7])([CH3:4])([CH3:2])[CH3:3]. The catalyst class is: 3. (2) Reactant: Cl.C([C:9]1[S:13][C:12]([N+:14]([O-:16])=[O:15])=[C:11]([S:17]([NH2:20])(=[O:19])=[O:18])[C:10]=1[CH2:21][NH:22][S:23]([CH3:26])(=[O:25])=[O:24])(OC(C)(C)C)=O. Product: [CH3:26][S:23]([NH:22][CH2:21][C:10]1[C:11]([S:17]([NH2:20])(=[O:19])=[O:18])=[C:12]([N+:14]([O-:16])=[O:15])[S:13][CH:9]=1)(=[O:24])=[O:25]. The catalyst class is: 12. (3) Reactant: [C:1](=O)([O-])[O-].[K+].[K+].[OH:7][C:8]1[CH:17]=[CH:16][CH:15]=[C:14]2[C:9]=1[CH2:10][CH:11]=[CH:12][CH2:13]2.S(OC)(OC)(=O)=O.CCCCCC. Product: [CH3:1][O:7][C:8]1[CH:17]=[CH:16][CH:15]=[C:14]2[C:9]=1[CH2:10][CH:11]=[CH:12][CH2:13]2. The catalyst class is: 162. (4) Reactant: [Br:1][C:2]1[CH:7]=[CH:6][C:5](F)=[C:4]([N+:9]([O-:11])=[O:10])[CH:3]=1.CN(C=O)C.C(=O)([O-])[O-].[K+].[K+].[NH2:23][C@@H:24]([CH3:27])[CH2:25][OH:26]. Product: [Br:1][C:2]1[CH:7]=[CH:6][C:5]([NH:23][C@@H:24]([CH3:27])[CH2:25][OH:26])=[C:4]([N+:9]([O-:11])=[O:10])[CH:3]=1. The catalyst class is: 6.